The task is: Predict the reactants needed to synthesize the given product.. This data is from Full USPTO retrosynthesis dataset with 1.9M reactions from patents (1976-2016). (1) Given the product [OH:5][C:6]1[CH:7]=[CH:8][C:9]([CH:10]=[CH:11][C:12]2[C@@H:17]3[CH2:18][C@@H:15]([C:16]3([CH3:20])[CH3:19])[C:14](=[O:21])[CH:13]=2)=[CH:22][CH:23]=1, predict the reactants needed to synthesize it. The reactants are: Cl.COC[O:5][C:6]1[CH:23]=[CH:22][C:9]([CH:10]=[CH:11][C:12]2[C@@H:17]3[CH2:18][C@@H:15]([C:16]3([CH3:20])[CH3:19])[C:14](=[O:21])[CH:13]=2)=[CH:8][CH:7]=1.C([O-])(O)=O.[Na+]. (2) Given the product [CH2:23]([N:30]1[C:34]([CH2:35][CH2:36][C:37]([OH:39])=[O:38])=[CH:33][C:32]([O:13][CH2:12][CH2:11][CH2:10][C:9]2[N:5]([CH2:4][C:3]3[CH:18]=[CH:19][C:20]([Cl:22])=[CH:21][C:2]=3[Cl:1])[N:6]=[C:7]([O:14][CH:15]([CH3:17])[CH3:16])[CH:8]=2)=[N:31]1)[C:24]1[CH:29]=[CH:28][CH:27]=[CH:26][CH:25]=1, predict the reactants needed to synthesize it. The reactants are: [Cl:1][C:2]1[CH:21]=[C:20]([Cl:22])[CH:19]=[CH:18][C:3]=1[CH2:4][N:5]1[C:9]([CH2:10][CH2:11][CH2:12][OH:13])=[CH:8][C:7]([O:14][CH:15]([CH3:17])[CH3:16])=[N:6]1.[CH2:23]([N:30]1[C:34]([CH2:35][CH2:36][C:37]([O:39]CC)=[O:38])=[CH:33][C:32](O)=[N:31]1)[C:24]1[CH:29]=[CH:28][CH:27]=[CH:26][CH:25]=1.C(P(CCCC)CCCC)CCC.N(C(N1CCCCC1)=O)=NC(N1CCCCC1)=O.O1CCCC1CCO.[OH-].[Na+].Cl. (3) Given the product [O:28]=[S:2]1(=[O:1])[C:7]2[CH:8]=[CH:9][CH:10]=[CH:11][C:6]=2[NH:5][C:4]([C:12]2[C:17](=[O:18])[N:16]([NH:19][CH2:20][C:21]3[CH:22]=[CH:29][O:30][CH:23]=3)[C:15]3[CH:24]=[CH:25][S:26][C:14]=3[C:13]=2[OH:27])=[N:3]1, predict the reactants needed to synthesize it. The reactants are: [O:1]=[S:2]1(=[O:28])[C:7]2[CH:8]=[CH:9][CH:10]=[CH:11][C:6]=2[NH:5][C:4]([C:12]2[C:17](=[O:18])[N:16]([N:19]=[CH:20][CH:21]([CH3:23])[CH3:22])[C:15]3[CH:24]=[CH:25][S:26][C:14]=3[C:13]=2[OH:27])=[N:3]1.[CH3:29][OH:30].[BH4-].[Li+].Cl. (4) Given the product [C:31]([O:35][C:36](=[O:37])[NH:38][C:39]1[CH:47]=[CH:46][CH:45]=[C:41]([C:42](=[O:43])[NH:22][C:19]2([C:17](=[O:18])[NH:16][CH2:15][C:14]3[CH:23]=[CH:24][C:11]([N:4]4[C:5]5[C:10](=[CH:9][CH:8]=[CH:7][CH:6]=5)[C:2]([Cl:1])=[C:3]4[C:25]4[N:29]=[C:28]([CH3:30])[O:27][N:26]=4)=[CH:12][CH:13]=3)[CH2:21][CH2:20]2)[CH:40]=1)([CH3:34])([CH3:32])[CH3:33], predict the reactants needed to synthesize it. The reactants are: [Cl:1][C:2]1[C:10]2[C:5](=[CH:6][CH:7]=[CH:8][CH:9]=2)[N:4]([C:11]2[CH:24]=[CH:23][C:14]([CH2:15][NH:16][C:17]([C:19]3([NH2:22])[CH2:21][CH2:20]3)=[O:18])=[CH:13][CH:12]=2)[C:3]=1[C:25]1[N:29]=[C:28]([CH3:30])[O:27][N:26]=1.[C:31]([O:35][C:36]([NH:38][C:39]1[CH:40]=[C:41]([CH:45]=[CH:46][CH:47]=1)[C:42](O)=[O:43])=[O:37])([CH3:34])([CH3:33])[CH3:32].